This data is from NCI-60 drug combinations with 297,098 pairs across 59 cell lines. The task is: Regression. Given two drug SMILES strings and cell line genomic features, predict the synergy score measuring deviation from expected non-interaction effect. Drug 1: CCC1(CC2CC(C3=C(CCN(C2)C1)C4=CC=CC=C4N3)(C5=C(C=C6C(=C5)C78CCN9C7C(C=CC9)(C(C(C8N6C=O)(C(=O)OC)O)OC(=O)C)CC)OC)C(=O)OC)O.OS(=O)(=O)O. Drug 2: CC1=C(C(CCC1)(C)C)C=CC(=CC=CC(=CC(=O)O)C)C. Cell line: T-47D. Synergy scores: CSS=11.9, Synergy_ZIP=-6.97, Synergy_Bliss=-2.07, Synergy_Loewe=-11.8, Synergy_HSA=-2.19.